Dataset: Forward reaction prediction with 1.9M reactions from USPTO patents (1976-2016). Task: Predict the product of the given reaction. (1) Given the reactants [C:1]1([NH2:8])[CH:6]=[CH:5][CH:4]=[CH:3][C:2]=1[NH2:7].[OH:9][C:10]1[CH:11]=[C:12]([CH:18]=[CH:19][CH:20]=1)[CH2:13][CH2:14][C:15](O)=O, predict the reaction product. The product is: [N:7]1[C:2]2[CH:3]=[CH:4][CH:5]=[CH:6][C:1]=2[NH:8][C:15]=1[CH2:14][CH2:13][C:12]1[CH:11]=[C:10]([OH:9])[CH:20]=[CH:19][CH:18]=1. (2) Given the reactants [H-].[Na+].CC1C=CC(S(/[CH:13]=[CH:14]/[C:15]2[CH:20]=[C:19]([Cl:21])[CH:18]=[CH:17][C:16]=2[CH3:22])(=O)=O)=CC=1.[N+:23]([CH2:25][C:26]([O:28][CH2:29][CH3:30])=[O:27])#[C-:24].O, predict the reaction product. The product is: [Cl:21][C:19]1[CH:18]=[CH:17][C:16]([CH3:22])=[C:15]([C:14]2[CH:13]=[CH:24][NH:23][C:25]=2[C:26]([O:28][CH2:29][CH3:30])=[O:27])[CH:20]=1. (3) Given the reactants [CH3:1][C:2]1[C:3]([NH:22][CH:23]2[CH2:26][N:25](C(OC(C)(C)C)=O)[CH2:24]2)=[N:4][C:5]2[C:10]([N:11]=1)=[CH:9][CH:8]=[CH:7][C:6]=2[C:12]1[NH:20][C:19]2[CH2:18][CH2:17][NH:16][C:15](=[O:21])[C:14]=2[CH:13]=1.[C:34]([OH:40])([C:36]([F:39])([F:38])[F:37])=[O:35].CO, predict the reaction product. The product is: [F:37][C:36]([F:39])([F:38])[C:34]([OH:40])=[O:35].[NH:25]1[CH2:24][CH:23]([NH:22][C:3]2[C:2]([CH3:1])=[N:11][C:10]3[C:5]([N:4]=2)=[C:6]([C:12]2[NH:20][C:19]4[CH2:18][CH2:17][NH:16][C:15](=[O:21])[C:14]=4[CH:13]=2)[CH:7]=[CH:8][CH:9]=3)[CH2:26]1. (4) Given the reactants CO[C:3](=[O:28])[C:4]1[CH:9]=[CH:8][C:7]([O:10][CH2:11][C:12]2[C:13]([C:21]3[CH:26]=[CH:25][C:24]([F:27])=[CH:23][CH:22]=3)=[N:14][O:15][C:16]=2[C:17]([F:20])([F:19])[F:18])=[N:6][CH:5]=1.[CH2:29]([NH2:31])[CH3:30], predict the reaction product. The product is: [CH2:29]([NH:31][C:3](=[O:28])[C:4]1[CH:9]=[CH:8][C:7]([O:10][CH2:11][C:12]2[C:13]([C:21]3[CH:26]=[CH:25][C:24]([F:27])=[CH:23][CH:22]=3)=[N:14][O:15][C:16]=2[C:17]([F:20])([F:18])[F:19])=[N:6][CH:5]=1)[CH3:30]. (5) The product is: [CH:7]1[N:8]([C@@H:11]2[O:25][C@H:24]([CH2:26][OH:27])[C@@H:13]([OH:14])[CH2:12]2)[C:9]2[C:5](=[C:4]([NH2:37])[N:3]=[C:2]([Cl:1])[N:10]=2)[N:6]=1. Given the reactants [Cl:1][C:2]1[N:10]=[C:9]2[C:5]([N:6]=[CH:7][N:8]2[C@@H:11]2[O:25][C@H:24]([CH2:26][O:27]C(=O)C3C=CC(Cl)=CC=3)[C@@H:13]([O:14]C(=O)C3C=CC(Cl)=CC=3)[CH2:12]2)=[C:4]([NH:37][Si](C)(C)C)[N:3]=1.CO[Na].CO, predict the reaction product. (6) Given the reactants Cl[C:2]1[C:11]2[C:6](=[CH:7][C:8]([F:13])=[CH:9][C:10]=2[F:12])[N:5]=[C:4]([N:14]2[CH2:19][CH2:18][N:17]([C:20]3[CH:25]=[CH:24][CH:23]=[CH:22][CH:21]=3)[CH2:16][CH2:15]2)[C:3]=1[CH3:26].[O:27]1[CH2:32][CH2:31][N:30]([C:33]2[CH:34]=[C:35]([NH2:39])[CH:36]=[N:37][CH:38]=2)[CH2:29][CH2:28]1, predict the reaction product. The product is: [F:13][C:8]1[CH:9]=[C:10]([F:12])[CH:11]=[C:6]2[C:7]=1[C:2]([NH:39][C:35]1[CH:36]=[N:37][CH:38]=[C:33]([N:30]3[CH2:31][CH2:32][O:27][CH2:28][CH2:29]3)[CH:34]=1)=[C:3]([CH3:26])[C:4]([N:14]1[CH2:19][CH2:18][N:17]([C:20]3[CH:25]=[CH:24][CH:23]=[CH:22][CH:21]=3)[CH2:16][CH2:15]1)=[N:5]2.